This data is from Reaction yield outcomes from USPTO patents with 853,638 reactions. The task is: Predict the reaction yield, written as a fraction of the theoretical maximum amount of product (1.0 means a 100% yield; for example, 0.34 means a 34% yield). (1) The reactants are [CH3:1][O:2][CH2:3][NH:4][C:5]([CH:7]1[CH2:11][S:10][C:9]([C:12]2[CH:17]=[CH:16][CH:15]=[CH:14][CH:13]=2)=[N:8]1)=[O:6].C1CCN2C(=NCCC2)CC1.BrC(Cl)(Cl)Cl. The catalyst is C(Cl)Cl. The product is [CH3:1][O:2][CH2:3][NH:4][C:5]([C:7]1[N:8]=[C:9]([C:12]2[CH:17]=[CH:16][CH:15]=[CH:14][CH:13]=2)[S:10][CH:11]=1)=[O:6]. The yield is 0.736. (2) The reactants are Br[C:2]1[CH:3]=[CH:4][C:5]([F:16])=[C:6]([C:8]2[C:9]([C:14]#[N:15])=[CH:10][CH:11]=[CH:12][CH:13]=2)[CH:7]=1.C([O-])(=O)C.[K+].[B:22]1([B:22]2[O:26][C:25]([CH3:28])([CH3:27])[C:24]([CH3:30])([CH3:29])[O:23]2)[O:26][C:25]([CH3:28])([CH3:27])[C:24]([CH3:30])([CH3:29])[O:23]1. The catalyst is O1CCOCC1.CS(C)=O.C1C=CC([PH+]([C]2[CH][CH][CH][CH]2)C2C=CC=CC=2)=CC=1.C1C=CC([PH+]([C]2[CH][CH][CH][CH]2)C2C=CC=CC=2)=CC=1.C(Cl)Cl.Cl[Pd]Cl.[Fe]. The product is [F:16][C:5]1[CH:4]=[CH:3][C:2]([B:22]2[O:26][C:25]([CH3:28])([CH3:27])[C:24]([CH3:30])([CH3:29])[O:23]2)=[CH:7][C:6]=1[C:8]1[C:9]([C:14]#[N:15])=[CH:10][CH:11]=[CH:12][CH:13]=1. The yield is 0.790. (3) The reactants are [Br:1][C:2]1[CH:7]=[CH:6][C:5](F)=[C:4]([N+:9]([O-:11])=[O:10])[CH:3]=1.[F:12][C:13]([F:25])([F:24])[CH2:14][CH2:15][CH2:16][NH:17][CH:18]1[CH2:23][CH2:22][CH2:21][CH2:20][CH2:19]1. No catalyst specified. The product is [Br:1][C:2]1[CH:7]=[CH:6][C:5]([N:17]([CH:18]2[CH2:23][CH2:22][CH2:21][CH2:20][CH2:19]2)[CH2:16][CH2:15][CH2:14][C:13]([F:12])([F:24])[F:25])=[C:4]([N+:9]([O-:11])=[O:10])[CH:3]=1. The yield is 0.390. (4) The reactants are [N+:1]([C:4]1[CH:15]=[CH:14][C:7]([O:8][CH:9]([CH3:13])[C:10]([OH:12])=[O:11])=[CH:6][CH:5]=1)([O-:3])=[O:2].O[CH2:17][CH2:18][O:19][C:20](=[O:33])[CH:21]([O:23][C:24]1[CH:29]=[CH:28][C:27]([N+:30]([O-:32])=[O:31])=[CH:26][CH:25]=1)[CH3:22].C1(N=C=NC2CCCCC2)CCCCC1. The catalyst is ClCCl. The product is [N+:1]([C:4]1[CH:5]=[CH:6][C:7]([O:8][CH:9]([CH3:13])[C:10]([O:12][CH2:17][CH2:18][O:19][C:20](=[O:33])[CH:21]([O:23][C:24]2[CH:29]=[CH:28][C:27]([N+:30]([O-:32])=[O:31])=[CH:26][CH:25]=2)[CH3:22])=[O:11])=[CH:14][CH:15]=1)([O-:3])=[O:2]. The yield is 0.351. (5) The reactants are [CH3:1][C@H:2]1[CH2:7][CH2:6][C@H:5]([C:8]([OH:10])=O)[CH2:4][CH2:3]1.C1(P(C2C=CC=CC=2)C2C=CC=CC=2)C=CC=CC=1.ClN1C(=O)CCC1=O.[CH3:38][O:39][C:40]([C:42]1[S:43][C:44]([C:58]2[CH:63]=[CH:62][CH:61]=[CH:60][CH:59]=2)=[CH:45][C:46]=1[NH:47][CH:48]1[CH2:57][CH2:56][C:51]2([O:55][CH2:54][CH2:53][O:52]2)[CH2:50][CH2:49]1)=[O:41].C([O-])(O)=O.[Na+]. The catalyst is ClCCCl.C(OCC)(=O)C. The product is [CH3:38][O:39][C:40]([C:42]1[S:43][C:44]([C:58]2[CH:59]=[CH:60][CH:61]=[CH:62][CH:63]=2)=[CH:45][C:46]=1[N:47]([CH:48]1[CH2:49][CH2:50][C:51]2([O:55][CH2:54][CH2:53][O:52]2)[CH2:56][CH2:57]1)[C:8]([C@H:5]1[CH2:4][CH2:3][C@H:2]([CH3:1])[CH2:7][CH2:6]1)=[O:10])=[O:41]. The yield is 0.660. (6) The reactants are P(Cl)(Cl)(Cl)(Cl)Cl.[Cl:7][C:8]1[CH:19]=[C:18]([O:20][CH3:21])[CH:17]=[CH:16][C:9]=1[O:10][CH2:11][CH2:12][C:13]([OH:15])=O.[Cl-].[Al+3].[Cl-].[Cl-]. The catalyst is C1C=CC=CC=1. The product is [Cl:7][C:8]1[CH:19]=[C:18]([O:20][CH3:21])[CH:17]=[C:16]2[C:9]=1[O:10][CH2:11][CH2:12][C:13]2=[O:15]. The yield is 0.930. (7) The reactants are [CH3:1][O:2][C:3]([C:5]1[C:13]2[C:12](=[O:14])[CH2:11][CH2:10][CH2:9][C:8]=2[N:7]([C:15]([O:17][C:18]([CH3:21])([CH3:20])[CH3:19])=[O:16])[CH:6]=1)=[O:4].[Na+].[I-].C(N(CC)CC)C.[CH3:31][Si:32](Cl)([CH3:34])[CH3:33].C(=O)(O)[O-].[Na+]. The catalyst is CC#N. The product is [CH3:1][O:2][C:3]([C:5]1[C:13]2[C:12]([O:14][Si:32]([CH3:34])([CH3:33])[CH3:31])=[CH:11][CH2:10][CH2:9][C:8]=2[N:7]([C:15]([O:17][C:18]([CH3:21])([CH3:20])[CH3:19])=[O:16])[CH:6]=1)=[O:4]. The yield is 1.00. (8) The reactants are O[CH2:2][CH2:3][CH:4]1[CH2:9][O:8][C:7]([CH3:11])([CH3:10])[O:6][CH2:5]1.C(Br)(Br)(Br)[Br:13].C1(P(C2C=CC=CC=2)C2C=CC=CC=2)C=CC=CC=1.O. The catalyst is CN(C)C=O.C(=O)(O)[O-].[Na+]. The product is [Br:13][CH2:2][CH2:3][CH:4]1[CH2:9][O:8][C:7]([CH3:11])([CH3:10])[O:6][CH2:5]1. The yield is 0.810. (9) The reactants are [CH2:1](O)[CH2:2][CH2:3][CH2:4][CH2:5][CH2:6][CH2:7][CH2:8][CH2:9][CH:10]=[CH2:11].C(N(C(F)([F:26])C1C=CC=C(C)C=1)CC)C. The catalyst is CCCCCCC. The product is [F:26][CH2:1][CH2:2][CH2:3][CH2:4][CH2:5][CH2:6][CH2:7][CH2:8][CH2:9][CH:10]=[CH2:11]. The yield is 0.910.